Dataset: Reaction yield outcomes from USPTO patents with 853,638 reactions. Task: Predict the reaction yield, written as a fraction of the theoretical maximum amount of product (1.0 means a 100% yield; for example, 0.34 means a 34% yield). (1) The yield is 0.850. The product is [O:54]=[C:48]1[CH:47]([N:41]2[C:40](=[O:55])[C:39]3[C:43](=[CH:44][CH:45]=[C:37]([CH2:36][NH:35][C:8](=[O:10])[C:7]4[CH:11]=[CH:12][C:4]([O:3][CH2:1][CH3:2])=[N:5][CH:6]=4)[CH:38]=3)[C:42]2=[O:46])[CH2:52][CH2:51][C:50](=[O:53])[NH:49]1. The catalyst is O. The reactants are [CH2:1]([O:3][C:4]1[CH:12]=[CH:11][C:7]([C:8]([OH:10])=O)=[CH:6][N:5]=1)[CH3:2].C1N=CN(C(N2C=NC=C2)=O)C=1.CN(C)C=O.CS(O)(=O)=O.[NH2:35][CH2:36][C:37]1[CH:38]=[C:39]2[C:43](=[CH:44][CH:45]=1)[C:42](=[O:46])[N:41]([CH:47]1[CH2:52][CH2:51][C:50](=[O:53])[NH:49][C:48]1=[O:54])[C:40]2=[O:55]. (2) The reactants are C1([Se]Cl)C=CC=CC=1.C(Cl)Cl.[OH:12][C:13]1[CH:14]=[CH:15][C:16]2[C:17](=[O:40])[C@H:18]3[C:35]4[C:30](=[CH:31][C:32]([O:38][CH3:39])=[C:33]([O:36][CH3:37])[CH:34]=4)[O:29][CH2:28][C@H:19]3[O:20][C:21]=2[C:22]=1[CH2:23][CH:24]=[C:25]([CH3:27])[CH3:26].CCOC(C)=O. The catalyst is C1COCC1.OO.O. The product is [CH3:26][C:25]1([CH3:27])[O:12][C:13]2[CH:14]=[CH:15][C:16]3[C:17](=[O:40])[C@@H:18]4[C@@H:19]([CH2:28][O:29][C:30]5[C:35]4=[CH:34][C:33]([O:36][CH3:37])=[C:32]([O:38][CH3:39])[CH:31]=5)[O:20][C:21]=3[C:22]=2[CH:23]=[CH:24]1. The yield is 0.610. (3) The reactants are C(OC([NH:8][C@@H:9]([CH:40]([CH3:42])[CH3:41])[C:10]([O:12][C:13]1[CH:18]=[CH:17][C:16]([C@@H:19]2[CH2:24][CH2:23][N:22]([C@@H:25]3[CH2:29][CH2:28][N:27]([CH2:30][C:31]4[CH:36]=[CH:35][C:34]([CH3:37])=[CH:33][CH:32]=4)[C:26]3=[O:38])[CH2:21][C@H:20]2[F:39])=[CH:15][CH:14]=1)=[O:11])=O)(C)(C)C.[ClH:43].C(OCC)C. The catalyst is C(Cl)Cl. The product is [ClH:43].[NH2:8][C@@H:9]([CH:40]([CH3:42])[CH3:41])[C:10]([O:12][C:13]1[CH:18]=[CH:17][C:16]([C@@H:19]2[CH2:24][CH2:23][N:22]([C@@H:25]3[CH2:29][CH2:28][N:27]([CH2:30][C:31]4[CH:32]=[CH:33][C:34]([CH3:37])=[CH:35][CH:36]=4)[C:26]3=[O:38])[CH2:21][C@H:20]2[F:39])=[CH:15][CH:14]=1)=[O:11]. The yield is 0.440.